Task: Predict the reactants needed to synthesize the given product.. Dataset: Full USPTO retrosynthesis dataset with 1.9M reactions from patents (1976-2016) Given the product [F:47][C:48]1[CH:49]=[C:50]([NH:51][C:41](=[O:43])[CH2:40][N:33]2[C:34]3[C:39](=[CH:38][CH:37]=[CH:36][CH:35]=3)[C:31]3([C:30](=[O:46])[NH:29][C:28](=[O:27])[NH:45]3)[C:32]2=[O:44])[CH:52]=[CH:53][C:54]=1[F:55], predict the reactants needed to synthesize it. The reactants are: C1(NC(=O)CN2C3C(=CC=CC=3)C3(C(=O)NC(=O)N3)C2=O)C=CC=CC=1.[O:27]=[C:28]1[NH:45][C:31]2([C:39]3[C:34](=[CH:35][CH:36]=[CH:37][CH:38]=3)[N:33]([CH2:40][C:41]([OH:43])=O)[C:32]2=[O:44])[C:30](=[O:46])[NH:29]1.[F:47][C:48]1[CH:49]=[C:50]([CH:52]=[CH:53][C:54]=1[F:55])[NH2:51].C(O)(C(F)(F)F)=O.